This data is from Full USPTO retrosynthesis dataset with 1.9M reactions from patents (1976-2016). The task is: Predict the reactants needed to synthesize the given product. Given the product [C:1]([O:5][C:6](=[O:7])[NH:8][C:9]1[CH:17]=[CH:16][CH:15]=[C:11]([C:12]2[O:14][N:22]=[C:21]([C:23]3[C:28]([CH3:29])=[CH:27][CH:26]=[CH:25][N:24]=3)[N:20]=2)[C:10]=1[OH:18])([CH3:2])([CH3:3])[CH3:4], predict the reactants needed to synthesize it. The reactants are: [C:1]([O:5][C:6]([NH:8][C:9]1[C:10]([OH:18])=[C:11]([CH:15]=[CH:16][CH:17]=1)[C:12]([OH:14])=O)=[O:7])([CH3:4])([CH3:3])[CH3:2].O[NH:20][C:21]([C:23]1[C:28]([CH3:29])=[CH:27][CH:26]=[CH:25][N:24]=1)=[NH:22].